This data is from Catalyst prediction with 721,799 reactions and 888 catalyst types from USPTO. The task is: Predict which catalyst facilitates the given reaction. (1) Reactant: O.C1(C)C=CC(S(O)(=O)=O)=CC=1.CC1(C)[N:18](C(OC(C)(C)C)=O)[C@@:17]([CH3:50])([C:26]2[S:27][C:28]([C:31]3[CH:36]=[CH:35][C:34]([O:37][CH2:38][CH2:39][CH2:40][CH2:41][CH2:42][CH2:43][CH2:44][CH3:45])=[C:33]([C:46]([F:49])([F:48])[F:47])[CH:32]=3)=[N:29][N:30]=2)[CH2:16][O:15]1. Product: [NH2:18][C@@:17]([C:26]1[S:27][C:28]([C:31]2[CH:36]=[CH:35][C:34]([O:37][CH2:38][CH2:39][CH2:40][CH2:41][CH2:42][CH2:43][CH2:44][CH3:45])=[C:33]([C:46]([F:47])([F:49])[F:48])[CH:32]=2)=[N:29][N:30]=1)([CH3:50])[CH2:16][OH:15]. The catalyst class is: 5. (2) Reactant: Br[C:2]1[CH:7]=[CH:6][C:5]([S:8]([NH:11][C:12]([CH3:15])([CH3:14])[CH3:13])(=[O:10])=[O:9])=[C:4]([O:16][CH3:17])[CH:3]=1.BrC1C=C(OC)C=CC=1S(NC(C)(C)C)(=O)=O.[B:35]1([B:35]2[O:39][C:38]([CH3:41])([CH3:40])[C:37]([CH3:43])([CH3:42])[O:36]2)[O:39][C:38]([CH3:41])([CH3:40])[C:37]([CH3:43])([CH3:42])[O:36]1.C([O-])(=O)C.[K+]. Product: [C:12]([NH:11][S:8]([C:5]1[CH:6]=[CH:7][C:2]([B:35]2[O:39][C:38]([CH3:41])([CH3:40])[C:37]([CH3:43])([CH3:42])[O:36]2)=[CH:3][C:4]=1[O:16][CH3:17])(=[O:10])=[O:9])([CH3:15])([CH3:14])[CH3:13]. The catalyst class is: 294. (3) Reactant: [Br:1][C:2]1[CH:7]=[CH:6][C:5]([NH:8][C:9](=[O:21])[C:10]2[CH:15]=[CH:14][CH:13]=[C:12]([C:16]([C:19]#[N:20])([CH3:18])[CH3:17])[CH:11]=2)=[CH:4][C:3]=1[N+:22]([O-])=O.C(O)(=O)C.C(O)C.C(#N)C. The catalyst class is: 324. Product: [NH2:22][C:3]1[CH:4]=[C:5]([NH:8][C:9](=[O:21])[C:10]2[CH:15]=[CH:14][CH:13]=[C:12]([C:16]([C:19]#[N:20])([CH3:17])[CH3:18])[CH:11]=2)[CH:6]=[CH:7][C:2]=1[Br:1]. (4) Reactant: [C:10](O[C:10](=[O:17])[C:11]1[CH:16]=[CH:15][CH:14]=[CH:13][CH:12]=1)(=[O:17])[C:11]1[CH:16]=[CH:15][CH:14]=[CH:13][CH:12]=1.[OH:18][NH:19][C:20]([C:22]1[CH:27]=[CH:26][C:25]([NH:28][C:29](=[O:46])[CH2:30][CH2:31][CH2:32][C:33]([NH:35][C:36]2[CH:41]=[CH:40][C:39]([C:42](=[NH:45])[NH:43]O)=[CH:38][CH:37]=2)=[O:34])=[CH:24][CH:23]=1)=[NH:21].C(=O)(O)[O-].[Na+]. Product: [C:11]1([C:10]2[O:18][N:19]=[C:20]([C:22]3[CH:23]=[CH:24][C:25]([NH:28][C:29](=[O:46])[CH2:30][CH2:31][CH2:32][C:33]([NH:35][C:36]4[CH:37]=[CH:38][C:39]([C:42]5[N:45]=[C:10]([C:11]6[CH:12]=[CH:13][CH:14]=[CH:15][CH:16]=6)[O:17][N:43]=5)=[CH:40][CH:41]=4)=[O:34])=[CH:26][CH:27]=3)[N:21]=2)[CH:16]=[CH:15][CH:14]=[CH:13][CH:12]=1. The catalyst class is: 16.